Dataset: Reaction yield outcomes from USPTO patents with 853,638 reactions. Task: Predict the reaction yield, written as a fraction of the theoretical maximum amount of product (1.0 means a 100% yield; for example, 0.34 means a 34% yield). (1) The reactants are [C:1]([NH:5][C:6](=O)[C:7](=[N:11][NH:12][C:13]1[CH:18]=[CH:17][CH:16]=[CH:15][CH:14]=1)[C:8](=O)[CH3:9])([CH3:4])([CH3:3])[CH3:2].NC1C=CC=CC=1.C(NC(=O)CC(C)=O)(C)(C)C.O.[NH2:39][NH2:40]. The catalyst is C(O)C. The product is [C:1]([NH:5][C:6]1[C:7](=[N:11][NH:12][C:13]2[CH:18]=[CH:17][CH:16]=[CH:15][CH:14]=2)[C:8]([CH3:9])=[N:40][N:39]=1)([CH3:4])([CH3:3])[CH3:2]. The yield is 0.430. (2) The product is [C:14]([C:2]1[CH:3]=[C:4]([CH2:8][C:9]([O:11][CH3:12])=[O:10])[CH:5]=[CH:6][CH:7]=1)#[N:15]. The yield is 0.790. The catalyst is [C-]#N.[Zn+2].[C-]#N.C1(P([Pd](P(C2C=CC=CC=2)(C2C=CC=CC=2)C2C=CC=CC=2)(P(C2C=CC=CC=2)(C2C=CC=CC=2)C2C=CC=CC=2)P(C2C=CC=CC=2)(C2C=CC=CC=2)C2C=CC=CC=2)(C2C=CC=CC=2)C2C=CC=CC=2)C=CC=CC=1. The reactants are Br[C:2]1[CH:3]=[C:4]([CH2:8][C:9]([O:11][CH3:12])=[O:10])[CH:5]=[CH:6][CH:7]=1.N.[CH3:14][N:15](C)C=O. (3) The reactants are C[O:2][C:3](=O)[CH:4]([O:8][C:9]1[CH:32]=[CH:31][C:12]2[C:13]3[N:17]([CH2:18][CH2:19][O:20][C:11]=2[CH:10]=1)[CH:16]=[C:15]([C:21]1[N:22]([CH2:26][C:27]([F:30])([F:29])[F:28])[N:23]=[CH:24][N:25]=1)[N:14]=3)[CH:5]([CH3:7])[CH3:6].O.[OH-].[Li+].Cl.C[N:39](C(ON1N=NC2C=CC=NC1=2)=[N+](C)C)C.F[P-](F)(F)(F)(F)F.[Cl-].[NH4+].C(N(CC)CC)C. The catalyst is CO.O. The product is [CH3:6][CH:5]([CH3:7])[CH:4]([O:8][C:9]1[CH:32]=[CH:31][C:12]2[C:13]3[N:17]([CH:16]=[C:15]([C:21]4[N:22]([CH2:26][C:27]([F:28])([F:30])[F:29])[N:23]=[CH:24][N:25]=4)[N:14]=3)[CH2:18][CH2:19][O:20][C:11]=2[CH:10]=1)[C:3]([NH2:39])=[O:2]. The yield is 0.360. (4) The reactants are [NH2:1][C:2]1[CH:3]=[C:4]([CH:7]=[C:8]([NH2:18])[C:9]=1[C:10]1[C:11](F)=[N:12][CH:13]=[C:14]([CH3:16])[CH:15]=1)[C:5]#[N:6].[Cl-].[NH+]1C=CC=CC=1. The catalyst is O1CCOCC1. The product is [NH2:1][C:2]1[CH:3]=[C:4]([C:5]#[N:6])[CH:7]=[C:8]2[C:9]=1[C:10]1[CH:15]=[C:14]([CH3:16])[CH:13]=[N:12][C:11]=1[NH:18]2. The yield is 0.870. (5) The reactants are C(OC([N:11]1[CH2:19][C:18]2[C:13](=[CH:14][CH:15]=[C:16]([CH2:20]O)[CH:17]=2)[CH2:12]1)=O)C1C=CC=CC=1.[CH3:22][N:23]1[CH2:28][CH2:27][NH:26][CH2:25][CH2:24]1.C(O[BH-](OC(=O)C)OC(=O)C)(=O)C.[Na+].[ClH:43].C([O-])([O-])=O.[K+].[K+]. The catalyst is C(Cl)Cl.[O-2].[O-2].[Mn+4].O.C(O)(=O)C. The product is [ClH:43].[ClH:43].[ClH:43].[CH3:22][N:23]1[CH2:28][CH2:27][N:26]([CH2:20][C:16]2[CH:17]=[C:18]3[C:13](=[CH:14][CH:15]=2)[CH2:12][NH:11][CH2:19]3)[CH2:25][CH2:24]1. The yield is 0.700. (6) The reactants are [CH3:1][O:2][CH2:3][O:4][C:5]1[CH:10]=[CH:9][C:8]([CH2:11][CH2:12][C:13](OCC)=[O:14])=[C:7]([O:18][C:19]2[CH:24]=[CH:23][C:22]([C:25]([F:28])([F:27])[F:26])=[CH:21][N:20]=2)[CH:6]=1.[H-].[Al+3].[Li+].[H-].[H-].[H-].O.O.O.O.O.O.O.O.O.O.S([O-])([O-])(=O)=O.[Na+].[Na+]. The catalyst is O1CCCC1. The product is [CH3:1][O:2][CH2:3][O:4][C:5]1[CH:10]=[CH:9][C:8]([CH2:11][CH2:12][CH2:13][OH:14])=[C:7]([O:18][C:19]2[CH:24]=[CH:23][C:22]([C:25]([F:26])([F:27])[F:28])=[CH:21][N:20]=2)[CH:6]=1. The yield is 0.890. (7) The reactants are [CH3:1][N:2]([CH3:6])[CH2:3][CH2:4][OH:5].[H-].[Na+].F[C:10]1[CH:15]=[CH:14][C:13]([N+:16]([O-:18])=[O:17])=[CH:12][CH:11]=1.O. The catalyst is C1COCC1. The yield is 0.620. The product is [CH3:1][N:2]([CH3:6])[CH2:3][CH2:4][O:5][C:10]1[CH:15]=[CH:14][C:13]([N+:16]([O-:18])=[O:17])=[CH:12][CH:11]=1. (8) The reactants are Br[C:2]1[C:3]2[N:4]([C:10]([C:13]([NH:15][C:16]3[CH:21]=[CH:20][N:19]=[CH:18][CH:17]=3)=[O:14])=[CH:11][N:12]=2)[N:5]=[C:6](Cl)[C:7]=1[CH3:8].ClC1C(C)=[C:25](Cl)[C:26]2[N:27](C(C(NC3C=CN=CC=3)=O)=CN=2)N=1.[CH3:43][C:44]1[CH:45]=[CH:46][C:47]([NH2:50])=[N:48][CH:49]=1.C[Si]([NH-])(C)C.C[Si]([NH-:60])(C)C.[Li+].[Li+].[CH2:63]1[CH2:67]O[CH2:65][CH2:64]1. The catalyst is ClCCl.O. The product is [NH2:60][C@H:63]1[CH2:67][CH2:25][C@H:26]([NH:27][C:6]2[C:7]([CH3:8])=[C:2]([NH:50][C:47]3[CH:46]=[CH:45][C:44]([CH3:43])=[CH:49][N:48]=3)[C:3]3[N:4]([C:10]([C:13]([NH:15][C:16]4[CH:21]=[CH:20][N:19]=[CH:18][CH:17]=4)=[O:14])=[CH:11][N:12]=3)[N:5]=2)[CH2:65][CH2:64]1. The yield is 0.0232. (9) The reactants are [CH3:1][CH2:2][CH2:3][CH2:4][CH2:5][CH3:6].[CH2:7]([Li])[CH2:8][CH2:9][CH3:10].[OH2:12]. No catalyst specified. The product is [CH:3]1([O:12][CH2:7][CH2:8][C:9]#[CH:10])[CH2:2][CH2:1][CH2:6][CH2:5][CH2:4]1. The yield is 0.710.